Predict the reactants needed to synthesize the given product. From a dataset of Full USPTO retrosynthesis dataset with 1.9M reactions from patents (1976-2016). (1) Given the product [O:20]1[CH:24]=[CH:23][C:22]([C:2]2[C:12]3[O:11][CH2:10][CH2:9][N:8]([C:13]([O:15][C:16]([CH3:19])([CH3:18])[CH3:17])=[O:14])[CH2:7][C:6]=3[CH:5]=[CH:4][CH:3]=2)=[CH:21]1, predict the reactants needed to synthesize it. The reactants are: Br[C:2]1[C:12]2[O:11][CH2:10][CH2:9][N:8]([C:13]([O:15][C:16]([CH3:19])([CH3:18])[CH3:17])=[O:14])[CH2:7][C:6]=2[CH:5]=[CH:4][CH:3]=1.[O:20]1[CH:24]=[CH:23][C:22](B(O)O)=[CH:21]1.O. (2) The reactants are: [Br:1][C:2]1[CH:10]=[C:9]2[C:5]([CH2:6][C:7]3([CH2:27][CH2:26][CH:25]([O:28][CH3:29])[CH2:24][CH2:23]3)[C:8]2([NH:16][S:17]([C:19]([CH3:22])([CH3:21])[CH3:20])=[O:18])[C:11]([O:13][CH2:14][CH3:15])=C)=[CH:4][CH:3]=1.[O-:30][Mn](=O)(=O)=O.[K+]. Given the product [Br:1][C:2]1[CH:10]=[C:9]2[C:5]([CH2:6][C:7]3([CH2:27][CH2:26][CH:25]([O:28][CH3:29])[CH2:24][CH2:23]3)[C:8]2([NH:16][S:17]([C:19]([CH3:21])([CH3:22])[CH3:20])=[O:18])[C:11]([O:13][CH2:14][CH3:15])=[O:30])=[CH:4][CH:3]=1, predict the reactants needed to synthesize it.